This data is from Full USPTO retrosynthesis dataset with 1.9M reactions from patents (1976-2016). The task is: Predict the reactants needed to synthesize the given product. (1) Given the product [F:1][C:2]1[CH:7]=[CH:6][C:5]([C:12]2[CH:13]=[CH:14][C:15]3[N:16]([CH:18]=[CH:19][N:20]=3)[CH:17]=2)=[CH:4][CH:3]=1, predict the reactants needed to synthesize it. The reactants are: [F:1][C:2]1[CH:7]=[CH:6][C:5](B(O)O)=[CH:4][CH:3]=1.I[C:12]1[CH:13]=[CH:14][C:15]2[N:16]([CH:18]=[CH:19][N:20]=2)[CH:17]=1.O1CCOCC1.C(=O)([O-])O.[Na+]. (2) The reactants are: [Br:1][C:2]1[S:3][C:4](Br)=[CH:5][CH:6]=1.C([Li])CCC.[O:13]1[C:17]2[CH:18]=[CH:19][C:20]([CH:22]=[O:23])=[CH:21][C:16]=2[CH:15]=[CH:14]1.O. Given the product [O:13]1[C:17]2[CH:18]=[CH:19][C:20]([CH:22]([C:4]3[S:3][C:2]([Br:1])=[CH:6][CH:5]=3)[OH:23])=[CH:21][C:16]=2[CH:15]=[CH:14]1, predict the reactants needed to synthesize it. (3) Given the product [CH:5]1[C:6]([C@H:7]2[C@H:12]([CH2:13][O:14][C:15]3[CH:16]=[CH:17][C:18]4[O:23][CH2:22][O:21][C:19]=4[CH:20]=3)[CH2:11][NH:10][CH2:9][CH2:8]2)=[CH:1][CH:2]=[C:3]([F:24])[CH:4]=1.[S:25]([CH2:29][CH2:30][OH:31])([O-:28])(=[O:27])=[O:26], predict the reactants needed to synthesize it. The reactants are: [CH:1]1[C:6]([C@H:7]2[C@H:12]([CH2:13][O:14][C:15]3[CH:16]=[CH:17][C:18]4[O:23][CH2:22][O:21][C:19]=4[CH:20]=3)[CH2:11][NH:10][CH2:9][CH2:8]2)=[CH:5][CH:4]=[C:3]([F:24])[CH:2]=1.[S:25]([CH2:29][CH2:30][OH:31])([O-:28])(=[O:27])=[O:26].[NH4+].N. (4) Given the product [CH:19]([O:21][CH2:15][CH:14]=[C:11]1[CH2:12][CH2:13][N:8]([CH2:1][C:2]2[CH:7]=[CH:6][CH:5]=[CH:4][CH:3]=2)[CH2:9][CH2:10]1)=[CH2:20], predict the reactants needed to synthesize it. The reactants are: [CH2:1]([N:8]1[CH2:13][CH2:12][C:11](=[C:14](O)[CH3:15])[CH2:10][CH2:9]1)[C:2]1[CH:7]=[CH:6][CH:5]=[CH:4][CH:3]=1.[OH-].[Na+].[CH2:19]([O:21]C=C)[CH3:20]. (5) Given the product [F:24][C:21]1[CH:20]=[CH:19][C:18]([C:15]2[CH:16]=[CH:17][C:12]([S:9]([NH:8][C:6]3[N:7]=[C:2]([CH2:1][C:33]([OH:35])=[O:34])[CH:3]=[CH:4][CH:5]=3)(=[O:11])=[O:10])=[CH:13][CH:14]=2)=[CH:23][CH:22]=1, predict the reactants needed to synthesize it. The reactants are: [CH3:1][C:2]1[N:7]=[C:6]([NH:8][S:9]([C:12]2[CH:17]=[CH:16][C:15]([C:18]3[CH:23]=[CH:22][C:21]([F:24])=[CH:20][CH:19]=3)=[CH:14][CH:13]=2)(=[O:11])=[O:10])[CH:5]=[CH:4][CH:3]=1.C([N-]C(C)C)(C)C.[Li+].[C:33](=[O:35])=[O:34]. (6) Given the product [F:1][C:2]1[CH:10]=[C:9]2[C:5]([C:6]([C:11]3[CH:12]=[CH:13][C:14]4[S:18](=[O:20])(=[O:19])[NH:17][CH:16]([CH2:21][NH:23][CH3:24])[C:15]=4[CH:25]=3)=[CH:7][NH:8]2)=[CH:4][CH:3]=1, predict the reactants needed to synthesize it. The reactants are: [F:1][C:2]1[CH:10]=[C:9]2[C:5]([C:6]([C:11]3[CH:12]=[CH:13][C:14]4[S:18](=[O:20])(=[O:19])[NH:17][CH:16]([C:21]([NH:23][CH3:24])=O)[C:15]=4[CH:25]=3)=[CH:7][NH:8]2)=[CH:4][CH:3]=1.Cl.C([O-])(O)=O.[Na+]. (7) Given the product [Cl:1][C:2]1[CH:25]=[C:6]([C:7]([NH:8][CH2:12][CH2:13][CH2:14][CH2:15][CH2:16][CH2:17][CH2:18][C:19]([OH:21])=[O:20])=[O:24])[C:5]([OH:10])=[CH:4][CH:3]=1, predict the reactants needed to synthesize it. The reactants are: [Cl:1][C:2]1[CH:3]=[CH:4][C:5]2[O:10]C(=O)[N:8]([CH2:12][CH2:13][CH2:14][CH2:15][CH2:16][CH2:17][CH2:18][C:19]([O:21]CC)=[O:20])[C:7](=[O:24])[C:6]=2[CH:25]=1.C(O)C.[OH-].[Na+]. (8) Given the product [Cl:39][C:33]1[CH:34]=[C:35]([Cl:38])[CH:36]=[CH:37][C:32]=1[C:19]1[C:18]([C:16]#[N:17])=[C:22]([N:23]2[CH2:28][CH2:27][O:26][CH2:25][CH2:24]2)[S:21][C:20]=1[C:29]1[NH:31][N:3]=[N:2][N:1]=1, predict the reactants needed to synthesize it. The reactants are: [N-:1]=[N+:2]=[N-:3].[Na+].C(#N)C.[Si](Cl)(Cl)(Cl)Cl.C(Cl)Cl.[C:16]([C:18]1[C:19]([C:32]2[CH:37]=[CH:36][C:35]([Cl:38])=[CH:34][C:33]=2[Cl:39])=[C:20]([C:29]([NH2:31])=O)[S:21][C:22]=1[N:23]1[CH2:28][CH2:27][O:26][CH2:25][CH2:24]1)#[N:17]. (9) Given the product [CH3:1][O:2][C:3](=[O:28])[C@H:4]([CH2:24][CH2:25][S:26][CH3:27])[NH:5][C:6](=[O:23])[C:7]1[CH:12]=[CH:11][C:10]([S:13]([N:16]=[C:30]=[O:31])(=[O:15])=[O:14])=[CH:9][C:8]=1[C:17]1[CH:18]=[CH:19][CH:20]=[CH:21][CH:22]=1, predict the reactants needed to synthesize it. The reactants are: [CH3:1][O:2][C:3](=[O:28])[C@H:4]([CH2:24][CH2:25][S:26][CH3:27])[NH:5][C:6](=[O:23])[C:7]1[CH:12]=[CH:11][C:10]([S:13]([NH2:16])(=[O:15])=[O:14])=[CH:9][C:8]=1[C:17]1[CH:22]=[CH:21][CH:20]=[CH:19][CH:18]=1.C(Cl)(=O)[C:30](Cl)=[O:31]. (10) Given the product [F:8][C:6]1[CH:5]=[C:4]([CH2:9][C:10]([NH:12][C@H:13]([C:15]([NH:18][CH:19]2[C:25](=[O:26])[N:24]([CH:27]([CH3:29])[CH3:28])[C:23]3[CH:30]=[CH:31][CH:32]=[CH:33][C:22]=3[N:21]([CH:34]([CH3:36])[CH3:35])[C:20]2=[O:37])=[O:17])[CH3:14])=[O:11])[CH:3]=[C:2]([F:1])[CH:7]=1, predict the reactants needed to synthesize it. The reactants are: [F:1][C:2]1[CH:3]=[C:4]([CH2:9][C:10]([NH:12][C@H:13]([C:15]([OH:17])=O)[CH3:14])=[O:11])[CH:5]=[C:6]([F:8])[CH:7]=1.[NH2:18][CH:19]1[C:25](=[O:26])[N:24]([CH:27]([CH3:29])[CH3:28])[C:23]2[CH:30]=[CH:31][CH:32]=[CH:33][C:22]=2[N:21]([CH:34]([CH3:36])[CH3:35])[C:20]1=[O:37].